From a dataset of Forward reaction prediction with 1.9M reactions from USPTO patents (1976-2016). Predict the product of the given reaction. (1) Given the reactants [N+:1]([C:4]1[CH:9]=[CH:8][C:7]([C:10]([CH3:12])=[CH2:11])=[CH:6][N:5]=1)([O-])=O, predict the reaction product. The product is: [CH:10]([C:7]1[CH:8]=[CH:9][C:4]([NH2:1])=[N:5][CH:6]=1)([CH3:12])[CH3:11]. (2) Given the reactants [O:1]=[S:2]1(=[O:33])[C:7]2[CH:8]=[CH:9][CH:10]=[CH:11][C:6]=2[NH:5][C:4]([C:12]2[C:13](=[O:32])[N:14]([N:23]=[CH:24][C:25]3[CH:30]=[CH:29][C:28]([CH3:31])=[CH:27][CH:26]=3)[C:15]3[C:20]([C:21]=2[OH:22])=[CH:19][CH:18]=[CH:17][CH:16]=3)=[N:3]1.CO.[BH4-].[Li+].Cl, predict the reaction product. The product is: [O:33]=[S:2]1(=[O:1])[C:7]2[CH:8]=[CH:9][CH:10]=[CH:11][C:6]=2[NH:5][C:4]([C:12]2[C:13](=[O:32])[N:14]([NH:23][CH2:24][C:25]3[CH:26]=[CH:27][C:28]([CH3:31])=[CH:29][CH:30]=3)[C:15]3[C:20]([C:21]=2[OH:22])=[CH:19][CH:18]=[CH:17][CH:16]=3)=[N:3]1. (3) Given the reactants [H-].[H-].[H-].[H-].[Li+].[Al+3].[Cl:7][C:8]1[CH:17]=[CH:16][C:11]([C:12](OC)=[O:13])=[CH:10][C:9]=1[O:18][CH2:19][CH3:20].[O-]S([O-])(=O)=O.[Na+].[Na+], predict the reaction product. The product is: [Cl:7][C:8]1[CH:17]=[CH:16][C:11]([CH2:12][OH:13])=[CH:10][C:9]=1[O:18][CH2:19][CH3:20]. (4) Given the reactants [NH2:1][C:2]1[CH:7]=[CH:6][C:5]([O:8][CH3:9])=[CH:4][C:3]=1[SH:10].[CH3:11][O:12][C:13]1[CH:21]=[C:20]([N+:22]([O-:24])=[O:23])[CH:19]=[CH:18][C:14]=1[C:15](O)=O, predict the reaction product. The product is: [CH3:11][O:12][C:13]1[CH:21]=[C:20]([N+:22]([O-:24])=[O:23])[CH:19]=[CH:18][C:14]=1[C:15]1[S:10][C:3]2[CH:4]=[C:5]([O:8][CH3:9])[CH:6]=[CH:7][C:2]=2[N:1]=1. (5) Given the reactants [Cl:1][C:2]1[CH:7]=[C:6]([C:8]2[CH:13]=[CH:12][CH:11]=[C:10]([CH3:14])[CH:9]=2)[N:5]2[N:15]=[C:16]([CH3:18])[CH:17]=[C:4]2[N:3]=1.[I:19]N1C(=O)CCC1=O, predict the reaction product. The product is: [Cl:1][C:2]1[CH:7]=[C:6]([C:8]2[CH:13]=[CH:12][CH:11]=[C:10]([CH3:14])[CH:9]=2)[N:5]2[N:15]=[C:16]([CH3:18])[C:17]([I:19])=[C:4]2[N:3]=1. (6) Given the reactants [O:1]=[C:2]1[C:7]2([CH2:12][CH2:11][N:10]([C:13]([O:15][C:16]([CH3:19])([CH3:18])[CH3:17])=[O:14])[CH2:9][CH2:8]2)[CH2:6][CH2:5][CH2:4][NH:3]1.FC(F)(F)S(O[C:26]1[CH2:27][O:28][C:29](=[O:32])[C:30]=1[CH3:31])(=O)=O.CC1(C)C2C(=C(P(C3C=CC=CC=3)C3C=CC=CC=3)C=CC=2)OC2C(P(C3C=CC=CC=3)C3C=CC=CC=3)=CC=CC1=2.C(=O)([O-])[O-].[Cs+].[Cs+], predict the reaction product. The product is: [CH3:31][C:30]1[C:29](=[O:32])[O:28][CH2:27][C:26]=1[N:3]1[CH2:4][CH2:5][CH2:6][C:7]2([CH2:8][CH2:9][N:10]([C:13]([O:15][C:16]([CH3:19])([CH3:18])[CH3:17])=[O:14])[CH2:11][CH2:12]2)[C:2]1=[O:1]. (7) Given the reactants [Si:1]([O:18][CH2:19][CH2:20][O:21][C:22]1[CH:27]=[CH:26][C:25](/[CH:28]=[CH:29]/[C:30]([O:32]CC)=[O:31])=[C:24]([O:35][C:36]2[C:41]([Cl:42])=[CH:40][C:39]([C:43]([F:46])([F:45])[F:44])=[CH:38][N:37]=2)[CH:23]=1)([C:14]([CH3:17])([CH3:16])[CH3:15])([C:8]1[CH:13]=[CH:12][CH:11]=[CH:10][CH:9]=1)[C:2]1[CH:7]=[CH:6][CH:5]=[CH:4][CH:3]=1.[OH-].[Na+].Cl, predict the reaction product. The product is: [Si:1]([O:18][CH2:19][CH2:20][O:21][C:22]1[CH:27]=[CH:26][C:25](/[CH:28]=[CH:29]/[C:30]([OH:32])=[O:31])=[C:24]([O:35][C:36]2[C:41]([Cl:42])=[CH:40][C:39]([C:43]([F:46])([F:45])[F:44])=[CH:38][N:37]=2)[CH:23]=1)([C:14]([CH3:16])([CH3:15])[CH3:17])([C:8]1[CH:9]=[CH:10][CH:11]=[CH:12][CH:13]=1)[C:2]1[CH:7]=[CH:6][CH:5]=[CH:4][CH:3]=1. (8) Given the reactants [C:1]([C:5]1[CH:9]=[C:8]([NH2:10])[N:7]([C:11]2[CH:21]=[CH:20][C:14]([C:15]([O:17][CH2:18][CH3:19])=[O:16])=[CH:13][CH:12]=2)[N:6]=1)([CH3:4])([CH3:3])[CH3:2].N(C1C=CC(C(OCC)=O)=CC=1)N.C(CC#N)(=O)C(C)(C)C.[Cl:44][C:45]1[CH:50]=[CH:49][CH:48]=[C:47]([N:51]=[C:52]=[O:53])[C:46]=1[Cl:54], predict the reaction product. The product is: [C:1]([C:5]1[CH:9]=[C:8]([NH:10][C:52]([NH:51][C:47]2[CH:48]=[CH:49][CH:50]=[C:45]([Cl:44])[C:46]=2[Cl:54])=[O:53])[N:7]([C:11]2[CH:12]=[CH:13][C:14]([C:15]([O:17][CH2:18][CH3:19])=[O:16])=[CH:20][CH:21]=2)[N:6]=1)([CH3:2])([CH3:4])[CH3:3]. (9) Given the reactants F[C:2]1[CH:7]=[CH:6][CH:5]=[C:4]([F:8])[C:3]=1[N+:9]([O-:11])=[O:10].C(=O)([O-])[O-].[K+].[K+].[C:18]([O:25][CH3:26])(=[O:24])[CH2:19][C:20]([O:22][CH3:23])=[O:21], predict the reaction product. The product is: [F:8][C:4]1[C:3]([N+:9]([O-:11])=[O:10])=[C:2]([CH:19]([C:18]([O:25][CH3:26])=[O:24])[C:20]([O:22][CH3:23])=[O:21])[CH:7]=[CH:6][CH:5]=1.